From a dataset of Reaction yield outcomes from USPTO patents with 853,638 reactions. Predict the reaction yield, written as a fraction of the theoretical maximum amount of product (1.0 means a 100% yield; for example, 0.34 means a 34% yield). (1) The reactants are C1(C)C=CC=CC=1.[H-].C([Al+]CC(C)C)C(C)C.[F:18][C:19]1[CH:38]=[CH:37][C:22]([O:23][CH:24]2[CH2:29][CH2:28][N:27]([C:30]([O:32][C:33]([CH3:36])([CH3:35])[CH3:34])=[O:31])[CH2:26][CH2:25]2)=[C:21]([C:39](OC)=[O:40])[CH:20]=1.[C@H](O)(C([O-])=O)[C@@H](O)C([O-])=O.[Na+].[K+]. The catalyst is C(OCC)(=O)C.O1CCCC1. The product is [F:18][C:19]1[CH:38]=[CH:37][C:22]([O:23][CH:24]2[CH2:29][CH2:28][N:27]([C:30]([O:32][C:33]([CH3:36])([CH3:34])[CH3:35])=[O:31])[CH2:26][CH2:25]2)=[C:21]([CH2:39][OH:40])[CH:20]=1. The yield is 0.770. (2) The reactants are [CH:1]1([NH2:4])[CH2:3][CH2:2]1.[Cl:5][CH2:6][CH2:7][N:8]=[C:9]=[O:10]. The catalyst is C1COCC1. The product is [Cl:5][CH2:6][CH2:7][NH:8][C:9]([NH:4][CH:1]1[CH2:3][CH2:2]1)=[O:10]. The yield is 0.850. (3) The reactants are [C@@H:1]12[CH2:6][C@@H:5]1[CH2:4][C@H:3]([C:7](N)=[O:8])[NH:2]2.CC[O-:12].[Na+].CCO.[C:17]([O:21][C:22](O[C:22]([O:21][C:17]([CH3:20])([CH3:19])[CH3:18])=[O:23])=[O:23])([CH3:20])([CH3:19])[CH3:18].Cl. The catalyst is O.C(O)(C)C. The product is [C:17]([O:21][C:22]([N:2]1[C@H:3]([C:7]([OH:8])=[O:12])[CH2:4][C@@H:5]2[C@H:1]1[CH2:6]2)=[O:23])([CH3:20])([CH3:19])[CH3:18]. The yield is 0.790. (4) The reactants are [CH2:1]([O:3][C:4]([C:6]1[NH:7][C:8]2[C:13]([CH:14]=1)=[CH:12][C:11]([Cl:15])=[CH:10][C:9]=2[CH3:16])=[O:5])[CH3:2].[C:17](O[C:17]([O:19][C:20]([CH3:23])([CH3:22])[CH3:21])=[O:18])([O:19][C:20]([CH3:23])([CH3:22])[CH3:21])=[O:18].CCN(CC)CC.Cl. The catalyst is C(Cl)Cl.CN(C1C=CN=CC=1)C. The product is [CH3:2][CH2:1][O:3][C:4]([C:6]1[N:7]([C:17]([O:19][C:20]([CH3:23])([CH3:22])[CH3:21])=[O:18])[C:8]2[C:13]([CH:14]=1)=[CH:12][C:11]([Cl:15])=[CH:10][C:9]=2[CH3:16])=[O:5]. The yield is 0.970. (5) The reactants are C(O)(C(F)(F)F)=O.C(OC(=O)[NH:14][C:15]1[S:16][C@:17]2([C:41](=[O:43])[NH2:42])[C@H:19]([C@:20]([C:23]3[CH:28]=[C:27]([NH:29][C:30](=[O:38])[C:31]4[CH:36]=[CH:35][C:34]([Cl:37])=[CH:33][N:32]=4)[CH:26]=[C:25]([F:39])[C:24]=3[F:40])([CH3:22])[N:21]=1)[CH2:18]2)(C)(C)C. No catalyst specified. The product is [NH2:14][C:15]1[S:16][C@:17]2([C:41]([NH2:42])=[O:43])[C@H:19]([C@:20]([C:23]3[CH:28]=[C:27]([NH:29][C:30](=[O:38])[C:31]4[CH:36]=[CH:35][C:34]([Cl:37])=[CH:33][N:32]=4)[CH:26]=[C:25]([F:39])[C:24]=3[F:40])([CH3:22])[N:21]=1)[CH2:18]2. The yield is 0.900. (6) The reactants are [F:1][C:2]([F:41])([F:40])[C:3]1[CH:4]=[C:5]([NH:9][C:10]2[CH:39]=[CH:38][CH:37]=[CH:36][C:11]=2[C:12]([NH:14][CH:15]([C:17]2[N:22]=[N:21][C:20]([NH:23][C:24]3[CH:29]=[C:28]([O:30][CH3:31])[C:27]([O:32][CH3:33])=[C:26]([O:34][CH3:35])[CH:25]=3)=[N:19][CH:18]=2)[CH3:16])=O)[CH:6]=[CH:7][CH:8]=1.N1C=NC=N1.P(Cl)(Cl)(Cl)=O. The catalyst is N1C=CC=CC=1. The product is [CH3:16][C:15]1[N:14]=[C:12]([C:11]2[CH:36]=[CH:37][CH:38]=[CH:39][C:10]=2[NH:9][C:5]2[CH:6]=[CH:7][CH:8]=[C:3]([C:2]([F:41])([F:40])[F:1])[CH:4]=2)[N:22]2[C:17]=1[CH:18]=[N:19][C:20]([NH:23][C:24]1[CH:29]=[C:28]([O:30][CH3:31])[C:27]([O:32][CH3:33])=[C:26]([O:34][CH3:35])[CH:25]=1)=[N:21]2. The yield is 0.480. (7) The reactants are Br[C:2]1[CH:7]=[C:6]([CH3:8])[C:5]([CH:9]([S:19][C:20]2[CH:25]=[CH:24][CH:23]=[CH:22][CH:21]=2)[C:10]2[C:15]([F:16])=[CH:14][CH:13]=[C:12]([F:17])[C:11]=2[F:18])=[CH:4][N:3]=1.CCCCCC.C([Li])CCC.CN(C)[CH:39]=[O:40]. The catalyst is C1(C)C=CC=CC=1.C(OCC)(=O)C.O. The product is [CH3:8][C:6]1[C:5]([CH:9]([S:19][C:20]2[CH:25]=[CH:24][CH:23]=[CH:22][CH:21]=2)[C:10]2[C:15]([F:16])=[CH:14][CH:13]=[C:12]([F:17])[C:11]=2[F:18])=[CH:4][N:3]=[C:2]([CH:39]=[O:40])[CH:7]=1. The yield is 0.630. (8) The reactants are [CH3:1][S:2][C:3]1[CH:8]=[CH:7][C:6](B(O)O)=[CH:5][CH:4]=1.Br[C:13]1[CH:18]=[CH:17][C:16]([O:19][CH2:20][CH:21]2[CH2:26][CH2:25][N:24]([C:27]([O:29][CH:30]([CH3:32])[CH3:31])=[O:28])[CH2:23][CH2:22]2)=[CH:15][CH:14]=1.C([O-])([O-])=O.[Na+].[Na+]. The catalyst is C1C=CC([P]([Pd]([P](C2C=CC=CC=2)(C2C=CC=CC=2)C2C=CC=CC=2)([P](C2C=CC=CC=2)(C2C=CC=CC=2)C2C=CC=CC=2)[P](C2C=CC=CC=2)(C2C=CC=CC=2)C2C=CC=CC=2)(C2C=CC=CC=2)C2C=CC=CC=2)=CC=1.COCCOC. The product is [CH3:1][S:2][C:3]1[CH:8]=[CH:7][C:6]([C:13]2[CH:14]=[CH:15][C:16]([O:19][CH2:20][CH:21]3[CH2:22][CH2:23][N:24]([C:27]([O:29][CH:30]([CH3:32])[CH3:31])=[O:28])[CH2:25][CH2:26]3)=[CH:17][CH:18]=2)=[CH:5][CH:4]=1. The yield is 0.120. (9) The reactants are [CH3:1][N:2]1[C:6]([CH2:7][NH:8][C:9]2[CH:10]=[C:11]([CH:26]=[CH:27][CH:28]=2)[C:12]([C:14]2[CH:22]=[C:21]3[C:17]([C:18](=[CH:24]O)[C:19](=[O:23])[NH:20]3)=[CH:16][CH:15]=2)=[O:13])=[CH:5][C:4]([CH3:29])=[N:3]1.[CH3:30][N:31]1[CH2:36][CH2:35][N:34]([C:37]2[CH:42]=[CH:41][C:40]([NH2:43])=[CH:39][CH:38]=2)[CH2:33][CH2:32]1. The catalyst is C1COCC1. The product is [CH3:1][N:2]1[C:6]([CH2:7][NH:8][C:9]2[CH:10]=[C:11]([CH:26]=[CH:27][CH:28]=2)[C:12]([C:14]2[CH:22]=[C:21]3[C:17](/[C:18](=[CH:24]/[NH:43][C:40]4[CH:39]=[CH:38][C:37]([N:34]5[CH2:33][CH2:32][N:31]([CH3:30])[CH2:36][CH2:35]5)=[CH:42][CH:41]=4)/[C:19](=[O:23])[NH:20]3)=[CH:16][CH:15]=2)=[O:13])=[CH:5][C:4]([CH3:29])=[N:3]1. The yield is 0.390. (10) The reactants are C[O:2][CH:3]1[CH2:8][CH2:7][CH:6]([C:9]2[NH:13][C:12]3[CH:14]=[CH:15][CH:16]=[CH:17][C:11]=3[N:10]=2)[CH2:5][CH2:4]1. The catalyst is I.O. The product is [NH:10]1[C:11]2[CH:17]=[CH:16][CH:15]=[CH:14][C:12]=2[N:13]=[C:9]1[CH:6]1[CH2:7][CH2:8][CH:3]([OH:2])[CH2:4][CH2:5]1. The yield is 0.850.